This data is from Full USPTO retrosynthesis dataset with 1.9M reactions from patents (1976-2016). The task is: Predict the reactants needed to synthesize the given product. (1) Given the product [Br:1][C:2]1[S:6][C:5]([C:7]2[S:8][C:9]([C:16]3[S:17][CH:18]=[CH:19][CH:15]=3)=[CH:10][CH:11]=2)=[CH:4][CH:3]=1, predict the reactants needed to synthesize it. The reactants are: [Br:1][C:2]1[S:6][C:5]([C:7]2[S:8][CH:9]=[CH:10][CH:11]=2)=[CH:4][CH:3]=1.II.Br[C:15]1[CH:19]=[CH:18][S:17][C:16]=1[C:16]1[S:17][CH:18]=[CH:19][CH:15]=1.BrC1SC(Br)=CC=1. (2) Given the product [CH3:7][O:8][C:9]1[CH:10]=[C:11]([CH:15]=[CH:16][CH:17]=1)[C:12]([CH:2]1[CH2:3][CH2:4][O:5][C:1]1=[O:6])=[O:13], predict the reactants needed to synthesize it. The reactants are: [C:1]1(=[O:6])[O:5][CH2:4][CH2:3][CH2:2]1.[CH3:7][O:8][C:9]1[CH:10]=[C:11]([CH:15]=[CH:16][CH:17]=1)[C:12](Cl)=[O:13].C[Si](C)(C)[N-][Si](C)(C)C.[Li+].C(=O)([O-])O.[Na+]. (3) Given the product [CH2:1]([O:8][C:17]1[CH:18]=[N:19][C:20]2[C:15]([CH:16]=1)=[N:14][CH:13]=[C:12]([Br:11])[CH:21]=2)[C:2]1[CH:7]=[CH:6][CH:5]=[CH:4][CH:3]=1, predict the reactants needed to synthesize it. The reactants are: [CH2:1]([OH:8])[C:2]1[CH:7]=[CH:6][CH:5]=[CH:4][CH:3]=1.[H-].[Na+].[Br:11][C:12]1[CH:13]=[N:14][C:15]2[C:20]([CH:21]=1)=[N:19][CH:18]=[C:17](Br)[CH:16]=2. (4) Given the product [CH2:11]([O:9][C:8]([C:6]1[CH:5]=[CH:4][N:3]=[C:2]([Cl:1])[N:7]=1)=[O:10])[CH3:12], predict the reactants needed to synthesize it. The reactants are: [Cl:1][C:2]1[N:7]=[C:6]([C:8]([OH:10])=[O:9])[CH:5]=[CH:4][N:3]=1.[CH:11]1(N=C=NC2CCCCC2)CCCC[CH2:12]1.CCO. (5) Given the product [NH2:1][C:2]1[C:11]2[C:6](=[CH:7][CH:8]=[CH:9][C:10]=2[O:12][CH2:13][C@@H:14]([NH:16][C:27](=[O:28])[C:26]2[CH:30]=[CH:31][CH:32]=[C:24]([OH:23])[CH:25]=2)[CH3:15])[N:5]=[C:4]([CH3:17])[C:3]=1[C:18]([O:20][CH2:21][CH3:22])=[O:19], predict the reactants needed to synthesize it. The reactants are: [NH2:1][C:2]1[C:11]2[C:6](=[CH:7][CH:8]=[CH:9][C:10]=2[O:12][CH2:13][C@@H:14]([NH2:16])[CH3:15])[N:5]=[C:4]([CH3:17])[C:3]=1[C:18]([O:20][CH2:21][CH3:22])=[O:19].[OH:23][C:24]1[CH:25]=[C:26]([CH:30]=[CH:31][CH:32]=1)[C:27](O)=[O:28]. (6) Given the product [Cl:22][C:17]1[CH:16]=[C:15]([C:13]2[N:14]=[C:10]([C:8]3[CH:9]=[C:4]([C:3]([OH:2])=[O:24])[C:5]([C:28]4[CH:29]=[CH:30][CH:31]=[CH:32][C:27]=4[CH:25]=[O:26])=[CH:6][CH:7]=3)[S:11][CH:12]=2)[CH:20]=[CH:19][C:18]=1[Cl:21], predict the reactants needed to synthesize it. The reactants are: C[O:2][C:3](=[O:24])[C:4]1[CH:9]=[C:8]([C:10]2[S:11][CH:12]=[C:13]([C:15]3[CH:20]=[CH:19][C:18]([Cl:21])=[C:17]([Cl:22])[CH:16]=3)[N:14]=2)[CH:7]=[CH:6][C:5]=1Br.[CH:25]([C:27]1[CH:32]=[CH:31][CH:30]=[CH:29][C:28]=1B(O)O)=[O:26]. (7) Given the product [O:5]1[CH2:1][CH2:2][CH2:3][CH:32]1[CH2:33][N:6]1[CH2:11][CH2:10][CH:9]([O:12][C:13]2[CH:18]=[CH:17][C:16]([NH:19][C:20]([N:22]3[CH2:30][C:29]4[CH:28]=[CH:27][N:26]=[CH:25][C:24]=4[CH2:23]3)=[O:21])=[CH:15][CH:14]=2)[CH2:8][CH2:7]1, predict the reactants needed to synthesize it. The reactants are: [CH:1](=[O:5])[CH:2](C)[CH3:3].[NH:6]1[CH2:11][CH2:10][CH:9]([O:12][C:13]2[CH:18]=[CH:17][C:16]([NH:19][C:20]([N:22]3[CH2:30][C:29]4[CH:28]=[CH:27][N:26]=[CH:25][C:24]=4[CH2:23]3)=[O:21])=[CH:15][CH:14]=2)[CH2:8][CH2:7]1.N1CC=C(C2C=CC(NC(N3CC4C(=CC=CC=4)C3)=O)=CC=2)[CH2:33][CH2:32]1. (8) Given the product [F:18][C:19]1[CH:20]=[C:21]([CH2:26][CH2:27][CH2:28][NH:29][C@H:4]2[CH2:5][CH2:6][C@H:1]([C:8]3[CH:17]=[CH:16][C:11]4[NH:12][C:13](=[O:15])[O:14][C:10]=4[CH:9]=3)[CH2:2][CH2:3]2)[CH:22]=[CH:23][C:24]=1[F:25], predict the reactants needed to synthesize it. The reactants are: [CH:1]1([C:8]2[CH:17]=[CH:16][C:11]3[NH:12][C:13](=[O:15])[O:14][C:10]=3[CH:9]=2)[CH2:6][CH2:5][C:4](=O)[CH2:3][CH2:2]1.[F:18][C:19]1[CH:20]=[C:21]([CH2:26][CH2:27][CH2:28][NH2:29])[CH:22]=[CH:23][C:24]=1[F:25]. (9) Given the product [OH2:24].[OH:54][C:52]([C:51]([F:56])([F:55])[F:50])=[O:53].[C:52]([OH:54])([C:51]([F:56])([F:55])[F:50])=[O:53], predict the reactants needed to synthesize it. The reactants are: C1(S)C=CC=CC=1.C1CN([P+]([O:24]N2N=NC3C=CC=CC2=3)(N2CCCC2)N2CCCC2)CC1.F[P-](F)(F)(F)(F)F.CCN(C(C)C)C(C)C.[F:50][C:51]([F:56])([F:55])[C:52]([OH:54])=[O:53]. (10) The reactants are: [F:1][C:2]1[CH:7]=[CH:6][C:5]([CH2:8][C:9]#[N:10])=[CH:4][C:3]=1[O:11][CH3:12].[O-]CC.[Na+].[CH:17](=O)[C:18]1[CH:23]=[CH:22][CH:21]=[CH:20][CH:19]=1. Given the product [F:1][C:2]1[CH:7]=[CH:6][C:5]([C:8](=[CH:17][C:18]2[CH:23]=[CH:22][CH:21]=[CH:20][CH:19]=2)[C:9]#[N:10])=[CH:4][C:3]=1[O:11][CH3:12], predict the reactants needed to synthesize it.